This data is from Reaction yield outcomes from USPTO patents with 853,638 reactions. The task is: Predict the reaction yield, written as a fraction of the theoretical maximum amount of product (1.0 means a 100% yield; for example, 0.34 means a 34% yield). The reactants are [C:1]([O:5][C:6]([N:8]1[CH2:12][CH2:11][CH2:10][CH:9]1[C:13]1[NH:14][C:15]([C:18]2[CH:23]=[CH:22][C:21]([C:24]3[CH:33]=[CH:32][C:31]4[C:26](=[CH:27][CH:28]=[C:29](B5OC(C)(C)C(C)(C)O5)[CH:30]=4)[CH:25]=3)=[CH:20][CH:19]=2)=[CH:16][N:17]=1)=[O:7])([CH3:4])([CH3:3])[CH3:2].[C:43]([O:47][C:48]([N:50]1[CH:55]([C:56]2[NH:60][C:59]3[CH:61]=[C:62](Br)[CH:63]=[CH:64][C:58]=3[N:57]=2)[CH:54]2[CH2:66][CH:51]1[CH2:52][CH2:53]2)=[O:49])([CH3:46])([CH3:45])[CH3:44].C(=O)([O-])[O-].[K+].[K+]. The catalyst is COCCOC.O.C(OCC)(=O)C.C1C=CC(P(C2C=CC=CC=2)[C-]2C=CC=C2)=CC=1.C1C=CC(P(C2C=CC=CC=2)[C-]2C=CC=C2)=CC=1.Cl[Pd]Cl.[Fe+2].C1C=CC([P]([Pd]([P](C2C=CC=CC=2)(C2C=CC=CC=2)C2C=CC=CC=2)([P](C2C=CC=CC=2)(C2C=CC=CC=2)C2C=CC=CC=2)[P](C2C=CC=CC=2)(C2C=CC=CC=2)C2C=CC=CC=2)(C2C=CC=CC=2)C2C=CC=CC=2)=CC=1. The product is [C:43]([O:47][C:48]([N:50]1[CH:55]([C:56]2[NH:60][C:59]3[CH:61]=[C:62]([C:29]4[CH:28]=[CH:27][C:26]5[C:31](=[CH:32][CH:33]=[C:24]([C:21]6[CH:22]=[CH:23][C:18]([C:15]7[NH:14][C:13]([CH:9]8[CH2:10][CH2:11][CH2:12][N:8]8[C:6]([O:5][C:1]([CH3:4])([CH3:3])[CH3:2])=[O:7])=[N:17][CH:16]=7)=[CH:19][CH:20]=6)[CH:25]=5)[CH:30]=4)[CH:63]=[CH:64][C:58]=3[N:57]=2)[CH:54]2[CH2:66][CH:51]1[CH2:52][CH2:53]2)=[O:49])([CH3:46])([CH3:45])[CH3:44]. The yield is 0.350.